From a dataset of Reaction yield outcomes from USPTO patents with 853,638 reactions. Predict the reaction yield, written as a fraction of the theoretical maximum amount of product (1.0 means a 100% yield; for example, 0.34 means a 34% yield). (1) The reactants are [H-].[Na+].[N+:3]([C:6]1[CH:11]=[CH:10][C:9]([NH:12][C:13]([C:15]23[O:21][CH:20]2[CH:19]2[CH2:22][CH2:23][CH:16]3[CH2:17][CH2:18]2)=[O:14])=[CH:8][C:7]=1[C:24]([F:27])([F:26])[F:25])([O-:5])=[O:4].C1(P([NH:42]O)(C2C=CC=CC=2)=O)C=CC=CC=1. The catalyst is CN(C=O)C. The product is [N+:3]([C:6]1[CH:11]=[CH:10][C:9]([N:12]([C:13]([C:15]23[O:21][CH:20]2[CH:19]2[CH2:18][CH2:17][CH:16]3[CH2:23][CH2:22]2)=[O:14])[NH2:42])=[CH:8][C:7]=1[C:24]([F:27])([F:25])[F:26])([O-:5])=[O:4]. The yield is 0.154. (2) The reactants are [CH3:1][O:2][C:3]1[CH:12]=[CH:11][C:6]2[N:7]=[C:8]([NH2:10])[S:9][C:5]=2[CH:4]=1.Br[CH2:14][C:15](=O)[C:16]([O:18][CH2:19][CH3:20])=[O:17]. No catalyst specified. The product is [CH3:1][O:2][C:3]1[CH:12]=[CH:11][C:6]2[N:7]3[CH:14]=[C:15]([C:16]([O:18][CH2:19][CH3:20])=[O:17])[N:10]=[C:8]3[S:9][C:5]=2[CH:4]=1. The yield is 0.430. (3) The reactants are [Cl:1][C:2]1[C:10]2[N:9]=[C:8]3[NH:11][CH2:12][CH2:13][CH2:14][N:7]3[C:6]=2[C:5]([N+:15]([O-:17])=[O:16])=[CH:4][CH:3]=1.[Cl:18][C:19]1[CH:24]=[C:23]([Cl:25])[CH:22]=[CH:21][C:20]=1I.N1C=CC=CC=1C1C=CC=CN=1.C(=O)([O-])[O-].[Cs+].[Cs+]. The catalyst is CN(C)C=O.C(OCC)(=O)C.[Cu]I. The product is [Cl:1][C:2]1[C:10]2[N:9]=[C:8]3[N:11]([C:22]4[CH:21]=[CH:20][C:19]([Cl:18])=[CH:24][C:23]=4[Cl:25])[CH2:12][CH2:13][CH2:14][N:7]3[C:6]=2[C:5]([N+:15]([O-:17])=[O:16])=[CH:4][CH:3]=1. The yield is 0.0500.